This data is from Forward reaction prediction with 1.9M reactions from USPTO patents (1976-2016). The task is: Predict the product of the given reaction. (1) Given the reactants [CH3:1][C:2]1[N:6]([CH2:7][C:8]2([O:15][CH2:16][CH:17]([OH:20])[CH2:18][OH:19])[CH2:14][CH2:13][CH2:12][CH2:11][CH2:10][CH2:9]2)[N:5]=[CH:4][CH:3]=1.[H-].[Na+].[CH:23]([Se](C=C)(=O)=O)=[CH2:24], predict the reaction product. The product is: [O:20]1[CH2:24][CH2:23][O:19][CH2:18][CH:17]1[CH2:16][O:15][C:8]1([CH2:7][N:6]2[C:2]([CH3:1])=[CH:3][CH:4]=[N:5]2)[CH2:14][CH2:13][CH2:12][CH2:11][CH2:10][CH2:9]1. (2) Given the reactants [F:1][C:2]([F:7])([F:6])[C:3]([OH:5])=[O:4].FC(F)(F)C(O)=O.[Cl:15][C:16]1[CH:17]=[N:18][C:19]2[NH:20][C:21]3[CH:22]=[CH:23][CH:24]=[C:25]([CH:47]=3)[CH2:26][CH2:27][C:28]3[CH:36]=[C:32]([NH:33][C:34]=1[N:35]=2)[CH:31]=[CH:30][C:29]=3[NH:37][C:38](=[O:46])[CH2:39][CH:40]1[CH2:45][CH2:44][NH:43][CH2:42][CH2:41]1.[CH3:48][C:49]([CH3:54])([CH3:53])[C:50](Cl)=[O:51], predict the reaction product. The product is: [F:1][C:2]([F:7])([F:6])[C:3]([OH:5])=[O:4].[Cl:15][C:16]1[CH:17]=[N:18][C:19]2[NH:20][C:21]3[CH:22]=[CH:23][CH:24]=[C:25]([CH:47]=3)[CH2:26][CH2:27][C:28]3[CH:36]=[C:32]([NH:33][C:34]=1[N:35]=2)[CH:31]=[CH:30][C:29]=3[NH:37][C:38](=[O:46])[CH2:39][CH:40]1[CH2:45][CH2:44][N:43]([C:50](=[O:51])[C:49]([CH3:54])([CH3:53])[CH3:48])[CH2:42][CH2:41]1. (3) Given the reactants [Cl:1][C:2]1[CH:3]=[C:4]([S:9]([NH:12][C:13]2[N:14]=[N:15][C:16]([Cl:21])=[CH:17][C:18]=2[O:19][CH3:20])(=[O:11])=[O:10])[CH:5]=[CH:6][C:7]=1F.ClC1C=C(S(Cl)(=O)=O)C=C([F:29])C=1.ClC1C=C(S(Cl)(=O)=O)C=CC=1F, predict the reaction product. The product is: [Cl:1][C:2]1[CH:3]=[C:4]([S:9]([NH:12][C:13]2[N:14]=[N:15][C:16]([Cl:21])=[CH:17][C:18]=2[O:19][CH3:20])(=[O:11])=[O:10])[CH:5]=[C:6]([F:29])[CH:7]=1. (4) Given the reactants Cl[C:2]1[N:7]=[C:6]([C:8]([F:11])([F:10])[F:9])[CH:5]=[C:4]([C:12]2[CH:17]=[CH:16][C:15]([C:18]([F:21])([F:20])[F:19])=[CH:14][CH:13]=2)[N:3]=1.[I:22][C:23]1[N:24]=[CH:25][NH:26][CH:27]=1, predict the reaction product. The product is: [I:22][C:23]1[N:24]=[CH:25][N:26]([C:2]2[N:7]=[C:6]([C:8]([F:11])([F:10])[F:9])[CH:5]=[C:4]([C:12]3[CH:17]=[CH:16][C:15]([C:18]([F:21])([F:20])[F:19])=[CH:14][CH:13]=3)[N:3]=2)[CH:27]=1. (5) Given the reactants CON(C)[C:4]([CH:6]1[CH2:8][CH:7]1[C:9]1[CH:14]=[CH:13][C:12]([CH3:15])=[C:11]([F:16])[CH:10]=1)=[O:5].[OH-:18].[Na+], predict the reaction product. The product is: [F:16][C:11]1[CH:10]=[C:9]([CH:7]2[CH2:8][CH:6]2[C:4]([OH:18])=[O:5])[CH:14]=[CH:13][C:12]=1[CH3:15].